Dataset: Peptide-MHC class I binding affinity with 185,985 pairs from IEDB/IMGT. Task: Regression. Given a peptide amino acid sequence and an MHC pseudo amino acid sequence, predict their binding affinity value. This is MHC class I binding data. (1) The binding affinity (normalized) is 0.141. The MHC is HLA-B44:02 with pseudo-sequence HLA-B44:02. The peptide sequence is AEHFENQVL. (2) The peptide sequence is STSAYLVSIFL. The MHC is Mamu-A01 with pseudo-sequence Mamu-A01. The binding affinity (normalized) is 0.709.